This data is from Catalyst prediction with 721,799 reactions and 888 catalyst types from USPTO. The task is: Predict which catalyst facilitates the given reaction. Reactant: Br[C:2]1[CH:3]=[C:4]([C:9]([C:14]2[CH:15]=[N:16][CH:17]=[CH:18][CH:19]=2)([OH:13])[CH:10]([CH3:12])[CH3:11])[CH:5]=[C:6]([Cl:8])[CH:7]=1.[CH:20]([C:22]1[CH:27]=[CH:26][C:25]([N:28]2[CH2:33][CH2:32][N:31]([C:34](=[O:36])[CH3:35])[CH2:30][CH2:29]2)=[CH:24][CH:23]=1)=[CH2:21].C(#N)C.C1C=CC(P(C2C=CC=CC=2)C2C=CC=CC=2)=CC=1. Product: [Cl:8][C:6]1[CH:7]=[C:2]([CH:3]=[C:4]([C:9]([OH:13])([C:14]2[CH:15]=[N:16][CH:17]=[CH:18][CH:19]=2)[CH:10]([CH3:12])[CH3:11])[CH:5]=1)/[CH:21]=[CH:20]/[C:22]1[CH:23]=[CH:24][C:25]([N:28]2[CH2:29][CH2:30][N:31]([C:34](=[O:36])[CH3:35])[CH2:32][CH2:33]2)=[CH:26][CH:27]=1. The catalyst class is: 318.